From a dataset of Forward reaction prediction with 1.9M reactions from USPTO patents (1976-2016). Predict the product of the given reaction. (1) The product is: [CH3:22][O:23][C:24](=[O:34])[CH2:25][CH2:26][CH2:27][CH2:28][CH2:29][CH2:30][C:31](=[O:32])[NH:12][CH2:13][CH:14]([OH:15])[C:16]1[CH:21]=[CH:20][CH:19]=[CH:18][CH:17]=1. Given the reactants CN(C)CCCN=C=NCC.[NH2:12][CH2:13][CH:14]([C:16]1[CH:21]=[CH:20][CH:19]=[CH:18][CH:17]=1)[OH:15].[CH3:22][O:23][C:24](=[O:34])[CH2:25][CH2:26][CH2:27][CH2:28][CH2:29][CH2:30][C:31](O)=[O:32].ON1C2C=CC=CC=2N=N1, predict the reaction product. (2) Given the reactants [CH3:1][C:2]1[C:6]2[CH:7]=[CH:8][C:9]([OH:11])=[CH:10][C:5]=2[O:4][N:3]=1.F[C:13]1[CH:20]=[CH:19][C:18]([F:21])=[CH:17][C:14]=1[C:15]#[N:16].C(=O)([O-])[O-].[K+].[K+], predict the reaction product. The product is: [F:21][C:18]1[CH:19]=[CH:20][C:13]([O:11][C:9]2[CH:8]=[CH:7][C:6]3[C:2]([CH3:1])=[N:3][O:4][C:5]=3[CH:10]=2)=[C:14]([CH:17]=1)[C:15]#[N:16].